From a dataset of Forward reaction prediction with 1.9M reactions from USPTO patents (1976-2016). Predict the product of the given reaction. (1) The product is: [Cl:25][C:26]1[C:27]([CH3:36])=[C:28]([S:32]([N:1]2[CH2:6][CH2:5][CH2:4][C@H:3]([NH:7][C:8](=[O:14])[O:9][C:10]([CH3:11])([CH3:13])[CH3:12])[CH2:2]2)(=[O:34])=[O:33])[CH:29]=[CH:30][CH:31]=1. Given the reactants [NH:1]1[CH2:6][CH2:5][CH2:4][C@H:3]([NH:7][C:8](=[O:14])[O:9][C:10]([CH3:13])([CH3:12])[CH3:11])[CH2:2]1.C(N(CC)CC)C.C(Cl)Cl.[Cl:25][C:26]1[C:27]([CH3:36])=[C:28]([S:32](Cl)(=[O:34])=[O:33])[CH:29]=[CH:30][CH:31]=1, predict the reaction product. (2) Given the reactants C[Si](C)(C)[O:3][CH:4]1[CH2:9][CH2:8][CH:7]([C:10]([O:12][CH2:13][CH3:14])=[O:11])[CH2:6][CH2:5]1.[O:17]1[CH2:22][CH2:21][C:20](=O)[CH2:19][CH2:18]1.FC(F)(F)S(O[Si](C)(C)C)(=O)=O.C([SiH](CC)CC)C, predict the reaction product. The product is: [O:17]1[CH2:22][CH2:21][CH:20]([O:3][CH:4]2[CH2:9][CH2:8][CH:7]([C:10]([O:12][CH2:13][CH3:14])=[O:11])[CH2:6][CH2:5]2)[CH2:19][CH2:18]1. (3) Given the reactants [CH2:1]([C:8]1[CH:9]=[N:10][C:11]2[C:16]([C:17]=1[C:18]1[CH:19]=[C:20]([NH2:24])[CH:21]=[CH:22][CH:23]=1)=[CH:15][CH:14]=[CH:13][C:12]=2[C:25]([F:28])([F:27])[F:26])[C:2]1[CH:7]=[CH:6][CH:5]=[CH:4][CH:3]=1.[O:29]([C:31]1[CH:32]=[C:33]([CH:36]=[C:37]([O:39][CH3:40])[CH:38]=1)[CH:34]=O)[CH3:30], predict the reaction product. The product is: [CH2:1]([C:8]1[CH:9]=[N:10][C:11]2[C:16]([C:17]=1[C:18]1[CH:19]=[C:20]([NH:24][CH2:34][C:33]3[CH:36]=[C:37]([O:39][CH3:40])[CH:38]=[C:31]([O:29][CH3:30])[CH:32]=3)[CH:21]=[CH:22][CH:23]=1)=[CH:15][CH:14]=[CH:13][C:12]=2[C:25]([F:28])([F:26])[F:27])[C:2]1[CH:3]=[CH:4][CH:5]=[CH:6][CH:7]=1. (4) The product is: [ClH:37].[Cl:45][C:16]1[CH:15]=[C:14]([N:11]2[CH2:10][CH2:9][N:8]([CH3:6])[CH2:13][CH2:12]2)[C:23]2[O:22][CH2:21][CH2:20][N:19]([S:25]([C:28]3[CH:29]=[CH:30][CH:31]=[CH:32][C:33]=3[F:38])(=[O:27])=[O:26])[C:18]=2[CH:17]=1. Given the reactants C(O[C:6]([N:8]1[CH2:13][CH2:12][N:11]([C:14]2[C:23]3[O:22][CH2:21][CH2:20][NH:19][C:18]=3[CH:17]=[CH:16][CH:15]=2)[CH2:10][CH2:9]1)=O)(C)(C)C.C[S:25]([C:28]1[CH:29]=[C:30](S([Cl:37])(=O)=O)[CH:31]=[CH:32][CH:33]=1)(=[O:27])=[O:26].[F:38]C(F)(F)C(O)=O.[ClH:45], predict the reaction product. (5) Given the reactants [H-].[Na+].CCOP([O:11][C:12]([CH3:14])=[O:13])(OCC)=O.[CH:15]1[C:20]2[CH2:21][CH2:22][CH2:23][CH2:24][CH:25]([CH2:26][CH:27]=O)[C:19]=2[CH:18]=[CH:17][CH:16]=1.[Cl-].[NH4+].[CH:31]1C=CC=C[CH:32]=1, predict the reaction product. The product is: [CH:15]1[C:20]2[CH2:21][CH2:22][CH2:23][CH2:24][CH:25]([CH2:26][CH:27]=[CH:14][C:12]([O:11][CH2:31][CH3:32])=[O:13])[C:19]=2[CH:18]=[CH:17][CH:16]=1.